This data is from Forward reaction prediction with 1.9M reactions from USPTO patents (1976-2016). The task is: Predict the product of the given reaction. (1) Given the reactants [CH3:1][CH:2]([CH3:31])[CH2:3][CH:4]([C:16]1[CH:21]=[CH:20][C:19]([N:22]2[CH:26]=[C:25]([C:27]([F:30])([F:29])[F:28])[N:24]=[CH:23]2)=[CH:18][CH:17]=1)[O:5][C:6]1[CH:15]=[CH:14][C:9]([C:10]([O:12]C)=[O:11])=[CH:8][CH:7]=1.[OH-].[Na+].Cl, predict the reaction product. The product is: [CH3:1][CH:2]([CH3:31])[CH2:3][CH:4]([C:16]1[CH:21]=[CH:20][C:19]([N:22]2[CH:26]=[C:25]([C:27]([F:29])([F:28])[F:30])[N:24]=[CH:23]2)=[CH:18][CH:17]=1)[O:5][C:6]1[CH:7]=[CH:8][C:9]([C:10]([OH:12])=[O:11])=[CH:14][CH:15]=1. (2) Given the reactants [C:1]1([CH3:11])[CH:6]=[CH:5][C:4]([S:7](Cl)(=[O:9])=[O:8])=[CH:3][CH:2]=1.Cl.[CH3:13][O:14][C:15]1[CH:16]=[C:17]([C:23]2[CH:24](C)[CH2:25][C:26](=[O:35])[N:27]([CH:29]3[CH2:34][CH2:33][NH:32][CH2:31][CH2:30]3)[N:28]=2)[CH:18]=[CH:19][C:20]=1[O:21][CH3:22].C(N1CCC(N2C(=O)CC(C)C(C3C=CC(OC)=C(OC)C=3)=N2)CC1)(=O)C, predict the reaction product. The product is: [CH3:13][O:14][C:15]1[CH:16]=[C:17]([C:23]2[CH2:24][CH2:25][C:26](=[O:35])[N:27]([CH:29]3[CH2:30][CH2:31][N:32]([S:7]([C:4]4[CH:5]=[CH:6][C:1]([CH3:11])=[CH:2][CH:3]=4)(=[O:9])=[O:8])[CH2:33][CH2:34]3)[N:28]=2)[CH:18]=[CH:19][C:20]=1[O:21][CH3:22]. (3) Given the reactants [H-].[H-].[H-].[H-].[Li+].[Al+3].C(O[C:11](=O)[C:12]1[C:17]([O:18][CH:19]([CH3:21])[CH3:20])=[CH:16][C:15]([Cl:22])=[N:14][C:13]=1[CH3:23])(C)C.O=S(Cl)Cl.C([O-])([O-])=O.[Cs+].[Cs+].[CH:35]1[C:42]([CH:43]([CH3:45])[CH3:44])=[CH:41][CH:40]=[C:38]([CH3:39])[C:36]=1[OH:37], predict the reaction product. The product is: [Cl:22][C:15]1[N:14]=[C:13]([CH3:23])[C:12]([CH2:11][O:37][C:36]2[CH:35]=[C:42]([CH:43]([CH3:45])[CH3:44])[CH:41]=[CH:40][C:38]=2[CH3:39])=[C:17]([O:18][CH:19]([CH3:21])[CH3:20])[CH:16]=1. (4) The product is: [CH2:1]([O:3][C:4]1[CH:5]=[C:6]2[C:11](=[CH:12][C:13]=1[O:14][CH2:15][CH3:16])[CH:10]=[N:9][CH:8]([CH3:22])[CH2:7]2)[CH3:2].[CH2:24]([O:26][C:27]1[CH:28]=[C:29]2[C:34](=[CH:35][C:36]=1[OH:37])[CH:33]=[N:32][CH:31]([CH3:43])[CH2:30]2)[CH3:25]. Given the reactants [CH2:1]([O:3][C:4]1[CH:5]=[C:6]2[C:11](=[CH:12][C:13]=1[O:14][CH2:15][CH3:16])[CH:10]1OC(=O)C(=O)[N:9]1[CH:8]([CH2:22]C)[CH2:7]2)[CH3:2].[CH2:24]([O:26][C:27]1[CH:28]=[C:29]2[C:34](=[CH:35][C:36]=1[OH:37])[CH:33]1OC(=O)C(=O)[N:32]1[CH:31]([CH2:43]C)[CH2:30]2)[CH3:25], predict the reaction product. (5) Given the reactants [N:1]([CH2:4][CH:5]1[CH2:14][CH2:13][C:12]2[C:7](=[C:8]([C:16]3[CH:21]=[CH:20][CH:19]=[CH:18][C:17]=3[Cl:22])[CH:9]=[C:10]([F:15])[CH:11]=2)[O:6]1)=[N+]=[N-].C1(P(C2C=CC=CC=2)C2C=CC=CC=2)C=CC=CC=1.C(OCC)C.Cl, predict the reaction product. The product is: [ClH:22].[Cl:22][C:17]1[CH:18]=[CH:19][CH:20]=[CH:21][C:16]=1[C:8]1[CH:9]=[C:10]([F:15])[CH:11]=[C:12]2[C:7]=1[O:6][CH:5]([CH2:4][NH2:1])[CH2:14][CH2:13]2. (6) Given the reactants [O:1]1[CH:5]=[CH:4][N:3]=[C:2]1[C:6](=[S:8])[NH2:7].C([O:11][C:12](=O)[CH:13](Br)[CH2:14][CH3:15])C.N1C=CC=CC=1.C(OCC)(=O)C.CCCCCC, predict the reaction product. The product is: [CH2:14]([C:13]1[S:8][C:6]([C:2]2[O:1][CH:5]=[CH:4][N:3]=2)=[N:7][C:12]=1[OH:11])[CH3:15]. (7) Given the reactants Cl[CH2:2][C:3]1[O:7][C:6]([CH:8]([CH3:10])[CH3:9])=[N:5][CH:4]=1.BrCC1CCCCO1.[NH:19]1[C:27]2[C:22](=[CH:23][CH:24]=[CH:25][CH:26]=2)[C:21]2([C:31]3=[CH:32][C:33]4[O:37][CH2:36][O:35][C:34]=4[CH:38]=[C:30]3[O:29][CH2:28]2)[C:20]1=[O:39].N1C2C(=CC=CC=2)C2(COC3C=C4C(=CC2=3)CCO4)C1=O, predict the reaction product. The product is: [CH:8]([C:6]1[O:7][C:3]([CH2:2][N:19]2[C:27]3[C:22](=[CH:23][CH:24]=[CH:25][CH:26]=3)[C:21]3([C:31]4=[CH:32][C:33]5[O:37][CH2:36][O:35][C:34]=5[CH:38]=[C:30]4[O:29][CH2:28]3)[C:20]2=[O:39])=[CH:4][N:5]=1)([CH3:10])[CH3:9].